From a dataset of Reaction yield outcomes from USPTO patents with 853,638 reactions. Predict the reaction yield, written as a fraction of the theoretical maximum amount of product (1.0 means a 100% yield; for example, 0.34 means a 34% yield). (1) The reactants are [OH:1][C:2]1[N:3]=[C:4]([C:16]2[CH:17]=[C:18]([CH:22]=[CH:23][CH:24]=2)[C:19]([OH:21])=[O:20])[N:5]([CH2:9][C:10]2[CH:15]=[CH:14][CH:13]=[CH:12][CH:11]=2)[C:6](=[O:8])[CH:7]=1.C(C1C=[C:29](C=CC=1)[C:30]([OH:32])=[O:31])#N.Cl.[O:37]1[CH2:42]COCC1.C([NH2:50])C1C=CC=CC=1.C(OCC)(=O)CC(OCC)=O.C[O-].[Na+]. The catalyst is CO.O. The product is [C:30]([CH2:29][NH:50][C:42]([C:7]1[C:6](=[O:8])[N:5]([CH2:9][C:10]2[CH:11]=[CH:12][CH:13]=[CH:14][CH:15]=2)[C:4]([C:16]2[CH:17]=[C:18]([CH:22]=[CH:23][CH:24]=2)[C:19]([OH:21])=[O:20])=[N:3][C:2]=1[OH:1])=[O:37])([OH:32])=[O:31]. The yield is 0.0600. (2) The reactants are [N+:1]([C:4]1[CH:9]=[CH:8][CH:7]=[CH:6][C:5]=1[CH:10]([OH:14])[CH2:11][CH:12]=C)([O-:3])=[O:2].[O:15]=[O+][O-].[BH4-].[Na+]. The catalyst is CO. The product is [N+:1]([C:4]1[CH:9]=[CH:8][CH:7]=[CH:6][C:5]=1[CH:10]([OH:14])[CH2:11][CH2:12][OH:15])([O-:3])=[O:2]. The yield is 0.690. (3) The reactants are [Br:1][C:2]1[CH:3]=[CH:4][C:5](F)=[N:6][CH:7]=1.[CH:9]1([NH2:12])[CH2:11][CH2:10]1. No catalyst specified. The product is [Br:1][C:2]1[CH:3]=[CH:4][C:5]([NH:12][CH:9]2[CH2:11][CH2:10]2)=[N:6][CH:7]=1. The yield is 0.750. (4) The reactants are Br[C:2]1[C:11]2[C:6](=[CH:7][CH:8]=[C:9]([S:12]([N:15]([CH2:23][C:24]3[CH:29]=[CH:28][CH:27]=[CH:26][CH:25]=3)[CH2:16][C:17]3[CH:22]=[CH:21][CH:20]=[CH:19][CH:18]=3)(=[O:14])=[O:13])[CH:10]=2)[CH:5]=[CH:4][C:3]=1[N:30]([CH2:38][CH:39]=[CH:40][Cl:41])[C:31](=[O:37])[O:32][C:33]([CH3:36])([CH3:35])[CH3:34].CCCC[SnH](CCCC)CCCC.CC(N=NC(C#N)(C)C)(C#N)C. The catalyst is C1C=CC=CC=1. The product is [Cl:41][CH2:40][CH:39]1[C:2]2[C:11]3[CH:10]=[C:9]([S:12]([N:15]([CH2:16][C:17]4[CH:22]=[CH:21][CH:20]=[CH:19][CH:18]=4)[CH2:23][C:24]4[CH:25]=[CH:26][CH:27]=[CH:28][CH:29]=4)(=[O:13])=[O:14])[CH:8]=[CH:7][C:6]=3[CH:5]=[CH:4][C:3]=2[N:30]([C:31]([O:32][C:33]([CH3:36])([CH3:35])[CH3:34])=[O:37])[CH2:38]1. The yield is 0.970. (5) The reactants are [CH3:1][C:2]1[S:6][C:5]([NH2:7])=[N:4][N:3]=1.[N+:8]([C:11]1[CH:19]=[CH:18][C:14]([C:15](Cl)=[O:16])=[CH:13][CH:12]=1)([O-:10])=[O:9]. The catalyst is N1C=CC=CC=1. The product is [CH3:1][C:2]1[S:6][C:5]([NH:7][C:15](=[O:16])[C:14]2[CH:13]=[CH:12][C:11]([N+:8]([O-:10])=[O:9])=[CH:19][CH:18]=2)=[N:4][N:3]=1. The yield is 0.364. (6) The product is [CH3:1][O:2][C:3]1[CH:4]=[C:5]2[C:10](=[CH:11][C:12]=1[O:13][CH3:14])[N:9]=[CH:8][CH:7]=[C:6]2[O:15][C:16]1[CH:22]=[CH:21][C:19]([NH:20][C:26](=[O:28])[O:46][CH:41]([CH2:42][CH2:43][CH2:44][CH3:45])[CH2:40][CH2:39][CH2:38][CH3:37])=[C:18]([CH3:23])[C:17]=1[CH3:24]. The catalyst is C(Cl)Cl.C(N(CC)CC)C.C1(C)C=CC=CC=1. The reactants are [CH3:1][O:2][C:3]1[CH:4]=[C:5]2[C:10](=[CH:11][C:12]=1[O:13][CH3:14])[N:9]=[CH:8][CH:7]=[C:6]2[O:15][C:16]1[CH:22]=[CH:21][C:19]([NH2:20])=[C:18]([CH3:23])[C:17]=1[CH3:24].Cl[C:26](Cl)([O:28]C(=O)OC(Cl)(Cl)Cl)Cl.[CH3:37][CH2:38][CH2:39][CH2:40][CH:41]([OH:46])[CH2:42][CH2:43][CH2:44][CH3:45].C(=O)(O)[O-].[Na+]. The yield is 0.720.